From a dataset of Full USPTO retrosynthesis dataset with 1.9M reactions from patents (1976-2016). Predict the reactants needed to synthesize the given product. (1) Given the product [C:32]([C:33]1[CH:34]=[C:9]([C:8]([N:2]2[CH2:7][CH2:6][O:5][CH2:4][CH2:3]2)=[O:20])[N:10]2[C:19]3[C:14](=[CH:15][CH:16]=[CH:17][CH:18]=3)[CH:13]=[CH:12][C:11]=12)#[N:31], predict the reactants needed to synthesize it. The reactants are: [Cl-].[N:2]1([C:8](=[O:20])[CH2:9][N+:10]2[C:19]3[C:14](=[CH:15][CH:16]=[CH:17][CH:18]=3)[CH:13]=[CH:12][CH:11]=2)[CH2:7][CH2:6][O:5][CH2:4][CH2:3]1.ClCC(N1CCOCC1)=O.[N:31]1C2C(=CC=CC=2)[CH:34]=[CH:33][CH:32]=1. (2) Given the product [CH3:25][NH:26][C:2]1[N:11]=[C:10]([N:12]([C:14]2[CH:19]=[CH:18][C:17]([O:20][CH3:21])=[CH:16][CH:15]=2)[CH3:13])[C:9]2[C:4](=[CH:5][CH:6]=[C:7]([N+:22]([O-:24])=[O:23])[CH:8]=2)[N:3]=1, predict the reactants needed to synthesize it. The reactants are: Cl[C:2]1[N:11]=[C:10]([N:12]([C:14]2[CH:19]=[CH:18][C:17]([O:20][CH3:21])=[CH:16][CH:15]=2)[CH3:13])[C:9]2[C:4](=[CH:5][CH:6]=[C:7]([N+:22]([O-:24])=[O:23])[CH:8]=2)[N:3]=1.[CH3:25][NH2:26].